This data is from Catalyst prediction with 721,799 reactions and 888 catalyst types from USPTO. The task is: Predict which catalyst facilitates the given reaction. (1) Reactant: [S:1]1[CH:5]=[CH:4][CH:3]=[C:2]1[C:6]1[S:7][CH:8]=[C:9]([Sn](C)(C)C)[N:10]=1.[Br:15]C1SC=C(Br)N=1.C1(S)C=CC=CC=1.[OH-].[Na+]. Product: [S:1]1[CH:5]=[CH:4][CH:3]=[C:2]1[C:6]1[S:7][CH:8]=[C:9]([Br:15])[N:10]=1. The catalyst class is: 40. (2) Reactant: [F:1][C:2]1[CH:8]=[C:7]([I:9])[CH:6]=[CH:5][C:3]=1[NH2:4].[Li+].C[Si]([N-][Si](C)(C)C)(C)C.F[C:21]1[N:29]=[C:28]([F:30])[CH:27]=[CH:26][C:22]=1[C:23]([OH:25])=[O:24]. Product: [F:30][C:28]1[CH:27]=[CH:26][C:22]([C:23]([OH:25])=[O:24])=[C:21]([NH:4][C:3]2[CH:5]=[CH:6][C:7]([I:9])=[CH:8][C:2]=2[F:1])[N:29]=1. The catalyst class is: 1. (3) The catalyst class is: 49. Reactant: [N:1]1([C@@H:6]([CH2:11][C:12](OC)=[O:13])[C:7](OC)=[O:8])[CH:5]=[CH:4][CH:3]=[CH:2]1.[H-].[H-].[H-].[H-].[Li+].[Al+3].Cl.O. Product: [N:1]1([C@@H:6]([CH2:11][CH2:12][OH:13])[CH2:7][OH:8])[CH:5]=[CH:4][CH:3]=[CH:2]1.